Dataset: Forward reaction prediction with 1.9M reactions from USPTO patents (1976-2016). Task: Predict the product of the given reaction. Given the reactants [CH3:1][N:2]1[CH:6]=[C:5]([CH:7]=O)[CH:4]=[N:3]1.[CH3:9][O:10][C:11]1[CH:12]=[C:13]([CH:15]=[CH:16][CH:17]=1)[NH2:14], predict the reaction product. The product is: [CH3:9][O:10][C:11]1[CH:12]=[C:13]([CH:15]=[CH:16][CH:17]=1)[N:14]=[CH:7][C:5]1[CH:4]=[N:3][N:2]([CH3:1])[CH:6]=1.